Binary Classification. Given a miRNA mature sequence and a target amino acid sequence, predict their likelihood of interaction. From a dataset of Experimentally validated miRNA-target interactions with 360,000+ pairs, plus equal number of negative samples. The protein sequence of the target gene is MAGQHLPVPRLEGVSREQFMQHLYPQRKPLVLEGIDLGPCTSKWTVDYLSQVGGKKEVKIHVAAVAQMDFISKNFVYRTLPFDQLVQRAAEEKHKEFFVSEDEKYYLRSLGEDPRKDVADIRKQFPLLKGDIKFPEFFKEEQFFSSVFRISSPGLQLWTHYDVMDNLLIQVTGKKRVVLFSPRDAQYLYLKGTKSEVLNIDNPDLAKYPLFSKARRYECSLEAGDVLFIPALWFHNVISEEFGVGVNIFWKHLPSECYDKTDTYGNKDPTAASRAAQILDRALKTLAELPEEYRDFYARR.... The miRNA is mmu-miR-669a-5p with sequence AGUUGUGUGUGCAUGUUCAUGUCU. Result: 0 (no interaction).